Predict the reaction yield, written as a fraction of the theoretical maximum amount of product (1.0 means a 100% yield; for example, 0.34 means a 34% yield). From a dataset of Reaction yield outcomes from USPTO patents with 853,638 reactions. (1) The catalyst is CO. The reactants are [NH2:1][C:2]1[N:7]=[CH:6][N:5]=[C:4]2[N:8]([C@@H:30]3[CH2:35][CH2:34][CH2:33][N:32]([C:36](=[O:40])[CH2:37][C:38]#[N:39])[CH2:31]3)[N:9]=[C:10]([C:11]3[CH:16]=[CH:15][C:14]([NH:17][C:18](=[O:29])[C:19]4[CH:24]=[CH:23][C:22]([C:25]([F:28])([F:27])[F:26])=[CH:21][CH:20]=4)=[CH:13][CH:12]=3)[C:3]=12.[CH:41]1([CH:44]=O)[CH2:43][CH2:42]1.N1CCCCC1. The product is [NH2:1][C:2]1[N:7]=[CH:6][N:5]=[C:4]2[N:8]([C@@H:30]3[CH2:35][CH2:34][CH2:33][N:32]([C:36](=[O:40])[C:37]([C:38]#[N:39])=[CH:44][CH:41]4[CH2:43][CH2:42]4)[CH2:31]3)[N:9]=[C:10]([C:11]3[CH:12]=[CH:13][C:14]([NH:17][C:18](=[O:29])[C:19]4[CH:20]=[CH:21][C:22]([C:25]([F:28])([F:27])[F:26])=[CH:23][CH:24]=4)=[CH:15][CH:16]=3)[C:3]=12. The yield is 0.600. (2) The reactants are [I:1][C:2]1[CH:6]=[C:5]([CH:7]2[CH2:12][CH2:11][NH:10][CH2:9][CH2:8]2)[N:4]([CH:13]([CH3:15])[CH3:14])[N:3]=1.C(=O)([O-])[O-].[Cs+].[Cs+].Br[CH2:23][C:24]#[N:25]. The catalyst is CN(C)C=O. The product is [I:1][C:2]1[CH:6]=[C:5]([CH:7]2[CH2:12][CH2:11][N:10]([CH2:23][C:24]#[N:25])[CH2:9][CH2:8]2)[N:4]([CH:13]([CH3:15])[CH3:14])[N:3]=1. The yield is 0.250. (3) The reactants are Br[C:2]1[CH:7]=[CH:6][CH:5]=[CH:4][N:3]=1.[Li]CCCC.Br[C:14]1[CH:15]=[C:16]([CH:19]=[CH:20][CH:21]=1)[CH:17]=[O:18].Cl. The catalyst is [Cl-].[Cl-].[Zn+2].C1C=CC([P]([Pd]([P](C2C=CC=CC=2)(C2C=CC=CC=2)C2C=CC=CC=2)([P](C2C=CC=CC=2)(C2C=CC=CC=2)C2C=CC=CC=2)[P](C2C=CC=CC=2)(C2C=CC=CC=2)C2C=CC=CC=2)(C2C=CC=CC=2)C2C=CC=CC=2)=CC=1.C1COCC1. The product is [N:3]1[CH:4]=[CH:5][CH:6]=[CH:7][C:2]=1[C:14]1[CH:15]=[C:16]([CH:19]=[CH:20][CH:21]=1)[CH:17]=[O:18]. The yield is 0.380. (4) The reactants are [C:1]([C:4]1[S:5][CH:6]=[CH:7][CH:8]=1)(=O)[CH3:2].CCO.Cl.[NH2:13][OH:14]. The catalyst is N1C=CC=CC=1. The product is [S:5]1[CH:6]=[CH:7][CH:8]=[C:4]1[C:1](=[N:13][OH:14])[CH3:2]. The yield is 0.670. (5) The yield is 0.950. No catalyst specified. The reactants are [CH3:1][C:2]1[O:6][N:5]=[C:4]([C:7]2[CH:12]=[CH:11][CH:10]=[CH:9][CH:8]=2)[C:3]=1[CH2:13][O:14][C:15]1[CH:23]=[CH:22][C:18]([C:19]([OH:21])=O)=[CH:17][N:16]=1.[CH2:24]([CH:26]([CH2:29][CH3:30])[CH2:27][NH2:28])[CH3:25]. The product is [CH2:24]([CH:26]([CH2:29][CH3:30])[CH2:27][NH:28][C:19](=[O:21])[C:18]1[CH:22]=[CH:23][C:15]([O:14][CH2:13][C:3]2[C:4]([C:7]3[CH:8]=[CH:9][CH:10]=[CH:11][CH:12]=3)=[N:5][O:6][C:2]=2[CH3:1])=[N:16][CH:17]=1)[CH3:25].